From a dataset of Reaction yield outcomes from USPTO patents with 853,638 reactions. Predict the reaction yield, written as a fraction of the theoretical maximum amount of product (1.0 means a 100% yield; for example, 0.34 means a 34% yield). (1) The reactants are FC(F)(F)S(O[CH2:7][C@H:8]([CH3:11])[CH2:9][F:10])(=O)=O.[CH3:14][C:15]1([CH3:40])[NH:27][CH:26]([C:28]2[CH:33]=[CH:32][C:31](/[CH:34]=[CH:35]/[C:36]([O:38][CH3:39])=[O:37])=[CH:30][CH:29]=2)[C:18]2[NH:19][C:20]3[C:25]([C:17]=2[CH2:16]1)=[CH:24][CH:23]=[CH:22][CH:21]=3.C(N(C(C)C)C(C)C)C. The catalyst is O1CCOCC1. The product is [F:10][CH2:9][C@@H:8]([CH3:11])[CH2:7][N:27]1[C:15]([CH3:40])([CH3:14])[CH2:16][C:17]2[C:25]3[C:20](=[CH:21][CH:22]=[CH:23][CH:24]=3)[NH:19][C:18]=2[CH:26]1[C:28]1[CH:29]=[CH:30][C:31](/[CH:34]=[CH:35]/[C:36]([O:38][CH3:39])=[O:37])=[CH:32][CH:33]=1. The yield is 0.690. (2) The reactants are [Cl:1][C:2]1[CH:8]=[CH:7][C:5]([NH2:6])=[CH:4][C:3]=1[C:9]([F:12])([F:11])[F:10].C(N(CC)CC)C.[C:20](Cl)(=[O:25])[C:21]([CH3:24])([CH3:23])[CH3:22]. The catalyst is C1COCC1. The product is [Cl:1][C:2]1[CH:8]=[CH:7][C:5]([NH:6][C:20](=[O:25])[C:21]([CH3:24])([CH3:23])[CH3:22])=[CH:4][C:3]=1[C:9]([F:10])([F:11])[F:12]. The yield is 0.950. (3) The reactants are C([C@H:3]([S:7]([C:27]1[CH:32]=[CH:31][CH:30]=[CH:29][CH:28]=1)(=[N:9][C:10]([C:12]1[CH:13]=[N:14][CH:15]=[C:16]([C:18]#[C:19][C:20]2[CH:25]=[CH:24][CH:23]=[C:22]([OH:26])[CH:21]=2)[CH:17]=1)=[O:11])=[O:8])[C:4]([O-:6])=O)C.[CH2:33]([N:35]([CH2:39][CH3:40])[CH2:36][CH2:37][NH2:38])[CH3:34]. The catalyst is CO. The product is [CH2:33]([N:35]([CH2:39][CH3:40])[CH2:36][CH2:37][NH:38][C:4](=[O:6])[CH2:3][S@:7](=[O:8])([C:27]1[CH:28]=[CH:29][CH:30]=[CH:31][CH:32]=1)=[N:9][C:10](=[O:11])[C:12]1[CH:17]=[C:16]([C:18]#[C:19][C:20]2[CH:25]=[CH:24][CH:23]=[C:22]([OH:26])[CH:21]=2)[CH:15]=[N:14][CH:13]=1)[CH3:34]. The yield is 0.590. (4) The reactants are [CH2:1]([S:7][C:8]1[N:13]=[C:12]([CH:14]=O)[CH:11]=[C:10]([CH3:16])[N:9]=1)[CH2:2][CH2:3][CH2:4][CH2:5][CH3:6].[NH:17]1[CH2:21][CH2:20][CH2:19][CH2:18]1.C([BH3-])#N.[Na+]. The catalyst is C(O)C.C(O)(=O)C. The product is [CH2:1]([S:7][C:8]1[N:9]=[C:10]([CH3:16])[CH:11]=[C:12]([CH2:14][N:17]2[CH2:21][CH2:20][CH2:19][CH2:18]2)[N:13]=1)[CH2:2][CH2:3][CH2:4][CH2:5][CH3:6]. The yield is 0.280. (5) The reactants are [Cl-].[Al+3].[Cl-].[Cl-].[Cl:5][C:6]1[CH:14]=[CH:13][C:9]([C:10](Cl)=[O:11])=[CH:8][C:7]=1[S:15](=[O:18])(=[O:17])[NH2:16].[C:19]1([S:25]([N:28]2[CH:32]=[CH:31][CH:30]=[CH:29]2)(=[O:27])=[O:26])[CH:24]=[CH:23][CH:22]=[CH:21][CH:20]=1. The catalyst is C(Cl)Cl. The product is [C:19]1([S:25]([N:28]2[CH:29]=[CH:30][C:31]([C:10]([C:9]3[CH:13]=[CH:14][C:6]([Cl:5])=[C:7]([S:15]([NH2:16])(=[O:18])=[O:17])[CH:8]=3)=[O:11])=[CH:32]2)(=[O:27])=[O:26])[CH:20]=[CH:21][CH:22]=[CH:23][CH:24]=1. The yield is 0.260. (6) The reactants are [CH2:1]([N:8]1[CH2:13][CH2:12][CH:11]([N:14]2[CH:22]=[N:21][C:20]3[C:15]2=[N:16][C:17]([C:29]2[CH:30]=[N:31][CH:32]=[C:33]([CH:36]=2)[CH:34]=[O:35])=[N:18][C:19]=3[N:23]2[CH2:28][CH2:27][O:26][CH2:25][CH2:24]2)[CH2:10][CH2:9]1)[C:2]1[CH:7]=[CH:6][CH:5]=[CH:4][CH:3]=1.[BH4-].[Na+]. The catalyst is CO. The product is [CH2:1]([N:8]1[CH2:13][CH2:12][CH:11]([N:14]2[CH:22]=[N:21][C:20]3[C:15]2=[N:16][C:17]([C:29]2[CH:36]=[C:33]([CH2:34][OH:35])[CH:32]=[N:31][CH:30]=2)=[N:18][C:19]=3[N:23]2[CH2:28][CH2:27][O:26][CH2:25][CH2:24]2)[CH2:10][CH2:9]1)[C:2]1[CH:3]=[CH:4][CH:5]=[CH:6][CH:7]=1. The yield is 0.140.